The task is: Predict which catalyst facilitates the given reaction.. This data is from Catalyst prediction with 721,799 reactions and 888 catalyst types from USPTO. Reactant: [Br:1][CH:2]1[C:10]2([CH2:15][CH2:14][N:13]([C:16]([O:18][CH2:19][C:20]3[CH:25]=[CH:24][CH:23]=[CH:22][CH:21]=3)=[O:17])[CH2:12][CH2:11]2)[CH2:9][C:8]2[CH:7]=[N:6][N:5]([C:26]([CH3:29])([CH3:28])[CH3:27])[C:4]=2[CH:3]1[OH:30].CC(C)=O.OS(O)(=O)=O.O=[Cr](=O)=O. Product: [Br:1][CH:2]1[C:10]2([CH2:15][CH2:14][N:13]([C:16]([O:18][CH2:19][C:20]3[CH:25]=[CH:24][CH:23]=[CH:22][CH:21]=3)=[O:17])[CH2:12][CH2:11]2)[CH2:9][C:8]2[CH:7]=[N:6][N:5]([C:26]([CH3:28])([CH3:27])[CH3:29])[C:4]=2[C:3]1=[O:30]. The catalyst class is: 21.